From a dataset of Reaction yield outcomes from USPTO patents with 853,638 reactions. Predict the reaction yield, written as a fraction of the theoretical maximum amount of product (1.0 means a 100% yield; for example, 0.34 means a 34% yield). (1) The reactants are [C:1]1([S:7]([Cl:10])(=[O:9])=[O:8])[CH:6]=[CH:5][CH:4]=[CH:3][CH:2]=1.[Na+].[Cl-].[CH2:13]([N:20]([CH2:25][CH2:26][CH2:27][NH2:28])[CH2:21][CH2:22][CH2:23][NH2:24])[C:14]1[CH:19]=[CH:18][CH:17]=[CH:16][CH:15]=1.[OH-:29].[Na+]. The catalyst is CCOCC. The product is [ClH:10].[CH2:13]([N:20]([CH2:21][CH2:22][CH2:23][NH:24][S:7]([C:1]1[CH:6]=[CH:5][CH:4]=[CH:3][CH:2]=1)(=[O:8])=[O:29])[CH2:25][CH2:26][CH2:27][NH:28][S:7]([C:1]1[CH:6]=[CH:5][CH:4]=[CH:3][CH:2]=1)(=[O:9])=[O:8])[C:14]1[CH:19]=[CH:18][CH:17]=[CH:16][CH:15]=1. The yield is 0.900. (2) The reactants are C([O:8][C:9]1[C:14](=[O:15])[N:13]2[CH:16]=[CH:17][N:18]([CH2:19][C:20](=[O:27])[N:21]3[CH2:26][CH2:25][CH2:24][CH2:23][CH2:22]3)[C:12]2=[N:11][C:10]=1[C:28]1[O:29][C:30]([CH2:33][C:34]2[CH:39]=[CH:38][C:37]([F:40])=[CH:36][CH:35]=2)=[CH:31][N:32]=1)C1C=CC=CC=1.[Si](I)(C)(C)C.CO.[O-]S([O-])(=S)=O.[Na+].[Na+]. The catalyst is C(#N)C. The product is [F:40][C:37]1[CH:36]=[CH:35][C:34]([CH2:33][C:30]2[O:29][C:28]([C:10]3[N:11]=[C:12]4[N:18]([CH2:19][C:20](=[O:27])[N:21]5[CH2:26][CH2:25][CH2:24][CH2:23][CH2:22]5)[CH:17]=[CH:16][N:13]4[C:14](=[O:15])[C:9]=3[OH:8])=[N:32][CH:31]=2)=[CH:39][CH:38]=1. The yield is 0.240. (3) The reactants are Br[C:2]1[CH:7]=[CH:6][C:5]([N+:8]([O-:10])=[O:9])=[CH:4][C:3]=1[O:11][CH3:12].C([O-])(=O)C.[K+].[CH3:18][C:19]1[S:20][CH:21]=[C:22]([CH3:24])[N:23]=1. The catalyst is CN(C)C(=O)C.[Pd].C1(P(C2C=CC=CC=2)C2C=CC=CC=2)C=CC=CC=1.C1(P(C2C=CC=CC=2)C2C=CC=CC=2)C=CC=CC=1.C1(P(C2C=CC=CC=2)C2C=CC=CC=2)C=CC=CC=1.C1(P(C2C=CC=CC=2)C2C=CC=CC=2)C=CC=CC=1. The product is [CH3:12][O:11][C:3]1[CH:4]=[C:5]([N+:8]([O-:10])=[O:9])[CH:6]=[CH:7][C:2]=1[C:21]1[S:20][C:19]([CH3:18])=[N:23][C:22]=1[CH3:24]. The yield is 0.620. (4) The reactants are [F:1][C:2]1[CH:3]=[C:4]([CH:33]=[CH:34][CH:35]=1)[CH2:5][N:6]1[C:14]2[C:9](=[CH:10][C:11]([NH:15][C:16]3[C:25]4[C:20](=[CH:21][CH:22]=[CH:23][C:24]=4[O:26][C@@H:27]([CH3:32])[C:28]([O:30]C)=O)[N:19]=[CH:18][N:17]=3)=[CH:12][CH:13]=2)[CH:8]=[N:7]1.[CH3:36][NH:37][CH3:38]. No catalyst specified. The product is [F:1][C:2]1[CH:3]=[C:4]([CH:33]=[CH:34][CH:35]=1)[CH2:5][N:6]1[C:14]2[C:9](=[CH:10][C:11]([NH:15][C:16]3[C:25]4[C:20](=[CH:21][CH:22]=[CH:23][C:24]=4[O:26][C@@H:27]([CH3:32])[C:28]([N:37]([CH3:38])[CH3:36])=[O:30])[N:19]=[CH:18][N:17]=3)=[CH:12][CH:13]=2)[CH:8]=[N:7]1. The yield is 0.560. (5) The yield is 0.630. The product is [CH3:19][CH:10]1[C:9](=[O:18])[NH:8][C:7]2[CH:6]=[CH:5][CH:4]=[CH:3][C:13]=2[C:12]2[CH:14]=[CH:15][CH:16]=[CH:17][C:11]1=2. The catalyst is CN(C=O)C.C(Cl)Cl.O. The reactants are [H-].[Na+].[CH:3]1[C:13]2[C:12]3[CH:14]=[CH:15][CH:16]=[CH:17][C:11]=3[CH2:10][C:9](=[O:18])[NH:8][C:7]=2[CH:6]=[CH:5][CH:4]=1.[CH3:19]I. (6) The yield is 0.900. The product is [ClH:35].[CH2:1]([N:8]([CH2:18][C:19]1[CH:24]=[CH:23][CH:22]=[CH:21][CH:20]=1)[C:9]1[C:10]([CH3:17])=[CH:11][C:12]([CH:32]=[O:33])=[C:13]([CH3:15])[CH:14]=1)[C:2]1[CH:7]=[CH:6][CH:5]=[CH:4][CH:3]=1. The reactants are [CH2:1]([N:8]([CH2:18][C:19]1[CH:24]=[CH:23][CH:22]=[CH:21][CH:20]=1)[C:9]1[CH:14]=[C:13]([CH3:15])[C:12](I)=[CH:11][C:10]=1[CH3:17])[C:2]1[CH:7]=[CH:6][CH:5]=[CH:4][CH:3]=1.C([Li])CCC.CN(C)[CH:32]=[O:33].[ClH:35]. The catalyst is C1(C)C=CC=CC=1. (7) The reactants are [CH2:1]([O:3][C:4]1[CH:10]=[CH:9][C:7]([NH2:8])=[C:6]([N+:11]([O-:13])=[O:12])[CH:5]=1)[CH3:2].CCN(C(C)C)C(C)C.[CH2:23]([O:25][C:26]1[CH:27]=[C:28]([CH:34]=[CH:35][CH:36]=1)[O:29][CH2:30][C:31](Cl)=[O:32])[CH3:24]. The catalyst is C(Cl)Cl. The product is [CH2:1]([O:3][C:4]1[CH:10]=[CH:9][C:7]([NH:8][C:31](=[O:32])[CH2:30][O:29][C:28]2[CH:34]=[CH:35][CH:36]=[C:26]([O:25][CH2:23][CH3:24])[CH:27]=2)=[C:6]([N+:11]([O-:13])=[O:12])[CH:5]=1)[CH3:2]. The yield is 0.800.